This data is from Forward reaction prediction with 1.9M reactions from USPTO patents (1976-2016). The task is: Predict the product of the given reaction. (1) Given the reactants [CH2:1]([NH:3][C:4]1[C:5]([NH2:10])=[CH:6][CH:7]=[CH:8][CH:9]=1)[CH3:2].[NH2:11][C:12]1[C:13]([C:17](O)=O)=[N:14][O:15][N:16]=1.C(=O)([O-])[O-].[K+].[K+], predict the reaction product. The product is: [CH2:1]([N:3]1[C:4]2[CH:9]=[CH:8][CH:7]=[CH:6][C:5]=2[N:10]=[C:17]1[C:13]1[C:12]([NH2:11])=[N:16][O:15][N:14]=1)[CH3:2]. (2) The product is: [Cl:1][C:2]1[CH:10]=[C:9]2[C:5]([C:6]([C:11]([OH:32])=[O:12])=[CH:7][NH:8]2)=[CH:4][C:3]=1[C:13]1[CH:18]=[CH:17][C:16]([CH:19]2[O:24][CH2:23][C:22](=[O:25])[NH:21][CH2:20]2)=[CH:15][CH:14]=1. Given the reactants [Cl:1][C:2]1[CH:10]=[C:9]2[C:5]([C:6]([CH:11]=[O:12])=[CH:7][NH:8]2)=[CH:4][C:3]=1[C:13]1[CH:18]=[CH:17][C:16]([CH:19]2[O:24][CH2:23][C:22](=[O:25])[NH:21][CH2:20]2)=[CH:15][CH:14]=1.CC(=CC)C.Cl([O-])=[O:32].[Na+].O.OP([O-])(O)=O.[Na+].S([O-])([O-])=O.[Na+].[Na+], predict the reaction product. (3) Given the reactants C(N(CC)CC)C.Cl[CH2:9][CH2:10][S:11](Cl)(=[O:13])=[O:12].[F:15][C:16]1[CH:21]=[CH:20][C:19]([F:22])=[CH:18][C:17]=1[C:23]1[CH2:27][NH:26][CH:25]([C:28]2[CH:33]=[CH:32][CH:31]=[CH:30][CH:29]=2)[CH:24]=1, predict the reaction product. The product is: [F:15][C:16]1[CH:21]=[CH:20][C:19]([F:22])=[CH:18][C:17]=1[C:23]1[CH2:27][N:26]([S:11]([CH:10]=[CH2:9])(=[O:13])=[O:12])[CH:25]([C:28]2[CH:33]=[CH:32][CH:31]=[CH:30][CH:29]=2)[CH:24]=1. (4) Given the reactants [F:1][C:2]1[CH:7]=[CH:6][C:5]([NH:8][NH2:9])=[CH:4][CH:3]=1.[N+:10]([C:13]1[CH:14]=[C:15]([CH:29]=[CH:30][CH:31]=1)[C:16]([C:18](=[CH:21]NC1C=CC=CC=1)[C:19]#[N:20])=[O:17])([O-:12])=[O:11], predict the reaction product. The product is: [NH2:20][C:19]1[N:8]([C:5]2[CH:6]=[CH:7][C:2]([F:1])=[CH:3][CH:4]=2)[N:9]=[CH:21][C:18]=1[C:16](=[O:17])[C:15]1[CH:29]=[CH:30][CH:31]=[C:13]([N+:10]([O-:12])=[O:11])[CH:14]=1. (5) Given the reactants [CH3:1][C:2]([CH3:8])([CH3:7])[CH2:3][C:4](Cl)=[O:5].[Br:9][C:10]1[CH:15]=[CH:14][C:13]([NH2:16])=[C:12]([CH3:17])[CH:11]=1.O, predict the reaction product. The product is: [Br:9][C:10]1[CH:15]=[CH:14][C:13]([NH:16][C:4](=[O:5])[CH2:3][C:2]([CH3:8])([CH3:7])[CH3:1])=[C:12]([CH3:17])[CH:11]=1. (6) Given the reactants [NH2:1][C:2]1[C:7]([F:8])=[C:6]([CH2:9][C:10]2[CH:15]=[CH:14][C:13]([F:16])=[CH:12][CH:11]=2)[N:5]=[C:4]([CH:17]=[O:18])[CH:3]=1.[Cl:19]N1C(C)(C)C(=O)N(Cl)C1=O, predict the reaction product. The product is: [NH2:1][C:2]1[C:7]([F:8])=[C:6]([CH2:9][C:10]2[CH:11]=[CH:12][C:13]([F:16])=[CH:14][CH:15]=2)[N:5]=[C:4]([CH:17]=[O:18])[C:3]=1[Cl:19].